From a dataset of Forward reaction prediction with 1.9M reactions from USPTO patents (1976-2016). Predict the product of the given reaction. (1) Given the reactants [C:1]([O:5][C:6]([N:8]1[CH2:12][C@@H:11]([NH:13]C(OCC[Si](C)(C)C)=O)[C@H:10]([CH2:23][NH:24][CH:25]([CH3:27])[CH3:26])[CH2:9]1)=[O:7])([CH3:4])([CH3:3])[CH3:2].C([C@H]1CNC[C@@H]1CN(C(C)C)[C:42](=[O:57])[C:43]1[CH:48]=[CH:47][C:46]([CH2:49][CH3:50])=[C:45]([O:51][CH2:52][CH2:53][CH2:54][O:55][CH3:56])[CH:44]=1)C1C=CC=CC=1.CCCCCC.CCOC(C)=O.CC#N.O, predict the reaction product. The product is: [C:1]([O:5][C:6]([N:8]1[CH2:9][C@@H:10]([CH2:23][N:24]([C:42](=[O:57])[C:43]2[CH:48]=[CH:47][C:46]([CH2:49][CH3:50])=[C:45]([O:51][CH2:52][CH2:53][CH2:54][O:55][CH3:56])[CH:44]=2)[CH:25]([CH3:26])[CH3:27])[C@H:11]([NH2:13])[CH2:12]1)=[O:7])([CH3:2])([CH3:3])[CH3:4]. (2) Given the reactants C(=O)([O-])[O-].[K+].[K+].[CH2:7]([NH:11][CH2:12][CH:13]([CH3:15])[CH3:14])[CH:8]([CH3:10])[CH3:9].[CH:16](=O)[CH2:17][CH2:18][CH3:19], predict the reaction product. The product is: [CH:16](/[N:11]([CH2:12][CH:13]([CH3:15])[CH3:14])[CH2:7][CH:8]([CH3:10])[CH3:9])=[CH:17]\[CH2:18][CH3:19]. (3) The product is: [Cl:1][C:2]1[CH:7]=[C:6]([F:8])[CH:5]=[CH:4][C:3]=1[CH:9]1[CH2:14][CH:13]([C:15]2[O:22][NH:29][C:17](=[O:18])[CH:16]=2)[CH2:12][CH2:11][N:10]1[C:23]([O:25][CH3:26])=[O:24]. Given the reactants [Cl:1][C:2]1[CH:7]=[C:6]([F:8])[CH:5]=[CH:4][C:3]=1[CH:9]1[CH2:14][CH:13]([C:15](=[O:22])[CH2:16][C:17](OCC)=[O:18])[CH2:12][CH2:11][N:10]1[C:23]([O:25][CH3:26])=[O:24].[OH-].[Na+].[NH2:29]O.Cl, predict the reaction product. (4) Given the reactants O.[NH2:2][NH2:3].[F:4][C:5]1[C:10]([F:11])=[CH:9][CH:8]=[CH:7][C:6]=1[C@H:12]1[CH2:18][NH:17][C:16](=S)[C@H:15]([NH:20][C:21]([N:23]2[CH2:28][CH2:27][CH:26]([N:29]3[C:37]4[C:32](=[N:33][CH:34]=[CH:35][CH:36]=4)[NH:31][C:30]3=[O:38])[CH2:25][CH2:24]2)=[O:22])[CH2:14][CH2:13]1, predict the reaction product. The product is: [F:4][C:5]1[C:10]([F:11])=[CH:9][CH:8]=[CH:7][C:6]=1[C@H:12]1[CH2:18][NH:17][C:16](=[N:2][NH2:3])[C@H:15]([NH:20][C:21]([N:23]2[CH2:28][CH2:27][CH:26]([N:29]3[C:37]4[C:32](=[N:33][CH:34]=[CH:35][CH:36]=4)[NH:31][C:30]3=[O:38])[CH2:25][CH2:24]2)=[O:22])[CH2:14][CH2:13]1. (5) Given the reactants [CH:1]([N:4]1[CH2:9][CH2:8][N:7]([C:10]([C@H:12]2[CH2:17][CH2:16][C@H:15]([O:18][C:19]3[CH:28]=[CH:27][C:22]([C:23]([NH:25][NH2:26])=[O:24])=[CH:21][CH:20]=3)[CH2:14][CH2:13]2)=[O:11])[CH2:6][CH2:5]1)([CH3:3])[CH3:2].[C:29](O)(=O)[C:30]([CH3:33])([CH3:32])[CH3:31].P(Cl)(Cl)(Cl)=O.[OH-].[Na+], predict the reaction product. The product is: [C:30]([C:33]1[O:24][C:23]([C:22]2[CH:21]=[CH:20][C:19]([O:18][C@H:15]3[CH2:16][CH2:17][C@H:12]([C:10]([N:7]4[CH2:8][CH2:9][N:4]([CH:1]([CH3:3])[CH3:2])[CH2:5][CH2:6]4)=[O:11])[CH2:13][CH2:14]3)=[CH:28][CH:27]=2)=[N:25][N:26]=1)([CH3:32])([CH3:31])[CH3:29]. (6) Given the reactants [Sn](Cl)Cl.[Cl:4][C:5]1[CH:10]=[CH:9][C:8]([N:11]=[N:12][C:13]2[CH:20]=[C:19]([F:21])[C:18]([F:22])=[CH:17][C:14]=2[C:15]#[N:16])=[CH:7][CH:6]=1, predict the reaction product. The product is: [Cl:4][C:5]1[CH:6]=[CH:7][C:8]([N:11]2[C:15]([NH2:16])=[C:14]3[C:13]([CH:20]=[C:19]([F:21])[C:18]([F:22])=[CH:17]3)=[N:12]2)=[CH:9][CH:10]=1. (7) Given the reactants [NH:1]1[CH2:6][CH2:5][CH:4]([C:7]([O:9][CH3:10])=[O:8])[CH2:3][CH2:2]1.C([O-])(O)=O.[Na+].[CH3:16][C:17]([O:20][C:21](O[C:21]([O:20][C:17]([CH3:19])([CH3:18])[CH3:16])=[O:22])=[O:22])([CH3:19])[CH3:18], predict the reaction product. The product is: [N:1]1([C:21]([O:20][C:17]([CH3:19])([CH3:18])[CH3:16])=[O:22])[CH2:6][CH2:5][CH:4]([C:7]([O:9][CH3:10])=[O:8])[CH2:3][CH2:2]1.